Dataset: Catalyst prediction with 721,799 reactions and 888 catalyst types from USPTO. Task: Predict which catalyst facilitates the given reaction. (1) Product: [OH:23][C@H:3]1[C@@H:2]([O:1][CH2:3][CH2:4][O:5][CH3:6])[C:7]2[CH:8]=[CH:9][C:10]3[N:11]([CH3:16])[C:12]([CH3:15])=[N:13][C:14]=3[C:6]=2[O:5][C@@H:4]1[C:17]1[CH:18]=[CH:19][CH:20]=[CH:21][CH:22]=1. Reactant: [OH:1][C@@H:2]1[C:7]2[CH:8]=[CH:9][C:10]3[N:11]([CH3:16])[C:12]([CH3:15])=[N:13][C:14]=3[C:6]=2[O:5][C@H:4]([C:17]2[CH:22]=[CH:21][CH:20]=[CH:19][CH:18]=2)[C@H:3]1[OH:23].S(=O)(=O)(O)O. The catalyst class is: 141. (2) The catalyst class is: 518. Product: [C:25]([O:24][C@@H:18]([C:9]1[C:8]([CH3:29])=[CH:7][C:5]2[N:6]=[C:2]([C:35]3[C:34]([F:46])=[CH:33][N:32]=[C:31]([Cl:30])[CH:36]=3)[S:3][C:4]=2[C:10]=1[C:11]1[CH:16]=[CH:15][C:14]([Cl:17])=[CH:13][CH:12]=1)[C:19]([O:21][CH2:22][CH3:23])=[O:20])([CH3:28])([CH3:27])[CH3:26]. Reactant: Br[C:2]1[S:3][C:4]2[C:10]([C:11]3[CH:16]=[CH:15][C:14]([Cl:17])=[CH:13][CH:12]=3)=[C:9]([C@H:18]([O:24][C:25]([CH3:28])([CH3:27])[CH3:26])[C:19]([O:21][CH2:22][CH3:23])=[O:20])[C:8]([CH3:29])=[CH:7][C:5]=2[N:6]=1.[Cl:30][C:31]1[CH:36]=[C:35](B2OC(C)(C)C(C)(C)O2)[C:34]([F:46])=[CH:33][N:32]=1.C([O-])([O-])=O.[K+].[K+].